Task: Regression. Given a peptide amino acid sequence and an MHC pseudo amino acid sequence, predict their binding affinity value. This is MHC class I binding data.. Dataset: Peptide-MHC class I binding affinity with 185,985 pairs from IEDB/IMGT (1) The peptide sequence is PDIYKGVYQF. The MHC is H-2-Db with pseudo-sequence H-2-Db. The binding affinity (normalized) is 0. (2) The peptide sequence is DTLVKSGLT. The MHC is HLA-A02:01 with pseudo-sequence HLA-A02:01. The binding affinity (normalized) is 0. (3) The peptide sequence is YRYLCLIQK. The MHC is Mamu-B3901 with pseudo-sequence Mamu-B3901. The binding affinity (normalized) is 0.00738. (4) The peptide sequence is EFFGWAEGY. The MHC is HLA-B38:01 with pseudo-sequence HLA-B38:01. The binding affinity (normalized) is 0.0847. (5) The peptide sequence is FLPSDYFPSI. The MHC is HLA-A02:01 with pseudo-sequence HLA-A02:01. The binding affinity (normalized) is 0.707. (6) The peptide sequence is IYQEPFKNLK. The MHC is HLA-B45:01 with pseudo-sequence HLA-B45:01. The binding affinity (normalized) is 0. (7) The binding affinity (normalized) is 0.0847. The peptide sequence is PEIRRWIIF. The MHC is HLA-B35:01 with pseudo-sequence HLA-B35:01. (8) The peptide sequence is YPSMFTLRHI. The MHC is HLA-B51:01 with pseudo-sequence HLA-B51:01. The binding affinity (normalized) is 0.912.